Dataset: Forward reaction prediction with 1.9M reactions from USPTO patents (1976-2016). Task: Predict the product of the given reaction. Given the reactants [N+:1]([O-:4])(O)=[O:2].[Br:5][C:6]1[CH:13]=[CH:12][C:9]([CH:10]=[O:11])=[C:8]([F:14])[CH:7]=1, predict the reaction product. The product is: [Br:5][C:6]1[C:13]([N+:1]([O-:4])=[O:2])=[CH:12][C:9]([CH:10]=[O:11])=[C:8]([F:14])[CH:7]=1.